From a dataset of NCI-60 drug combinations with 297,098 pairs across 59 cell lines. Regression. Given two drug SMILES strings and cell line genomic features, predict the synergy score measuring deviation from expected non-interaction effect. (1) Drug 1: C1=CC(=CC=C1CCC2=CNC3=C2C(=O)NC(=N3)N)C(=O)NC(CCC(=O)O)C(=O)O. Drug 2: CC12CCC3C(C1CCC2O)C(CC4=C3C=CC(=C4)O)CCCCCCCCCS(=O)CCCC(C(F)(F)F)(F)F. Cell line: A549. Synergy scores: CSS=29.8, Synergy_ZIP=1.35, Synergy_Bliss=-6.99, Synergy_Loewe=-16.3, Synergy_HSA=-5.09. (2) Drug 1: C1CCN(CC1)CCOC2=CC=C(C=C2)C(=O)C3=C(SC4=C3C=CC(=C4)O)C5=CC=C(C=C5)O. Drug 2: CC1=C(C=C(C=C1)C(=O)NC2=CC(=CC(=C2)C(F)(F)F)N3C=C(N=C3)C)NC4=NC=CC(=N4)C5=CN=CC=C5. Cell line: M14. Synergy scores: CSS=-1.15, Synergy_ZIP=3.34, Synergy_Bliss=6.27, Synergy_Loewe=0.924, Synergy_HSA=1.04. (3) Drug 2: CC12CCC3C(C1CCC2O)C(CC4=C3C=CC(=C4)O)CCCCCCCCCS(=O)CCCC(C(F)(F)F)(F)F. Drug 1: CC1=C2C(C(=O)C3(C(CC4C(C3C(C(C2(C)C)(CC1OC(=O)C(C(C5=CC=CC=C5)NC(=O)C6=CC=CC=C6)O)O)OC(=O)C7=CC=CC=C7)(CO4)OC(=O)C)O)C)OC(=O)C. Cell line: SF-539. Synergy scores: CSS=-1.08, Synergy_ZIP=2.93, Synergy_Bliss=2.05, Synergy_Loewe=-3.64, Synergy_HSA=-3.63. (4) Drug 1: CN(C)C1=NC(=NC(=N1)N(C)C)N(C)C. Drug 2: C1=CC=C(C=C1)NC(=O)CCCCCCC(=O)NO. Cell line: TK-10. Synergy scores: CSS=12.6, Synergy_ZIP=-1.65, Synergy_Bliss=0.906, Synergy_Loewe=-50.7, Synergy_HSA=-3.33. (5) Drug 1: C1=CC(=CC=C1CC(C(=O)O)N)N(CCCl)CCCl.Cl. Drug 2: C1CN(CCN1C(=O)CCBr)C(=O)CCBr. Cell line: SK-MEL-28. Synergy scores: CSS=23.5, Synergy_ZIP=2.59, Synergy_Bliss=7.08, Synergy_Loewe=4.86, Synergy_HSA=5.10. (6) Drug 1: C1C(C(OC1N2C=C(C(=O)NC2=O)F)CO)O. Drug 2: CC1CCC2CC(C(=CC=CC=CC(CC(C(=O)C(C(C(=CC(C(=O)CC(OC(=O)C3CCCCN3C(=O)C(=O)C1(O2)O)C(C)CC4CCC(C(C4)OC)OCCO)C)C)O)OC)C)C)C)OC. Cell line: HOP-62. Synergy scores: CSS=8.25, Synergy_ZIP=0.273, Synergy_Bliss=6.35, Synergy_Loewe=-4.80, Synergy_HSA=0.692.